Dataset: Full USPTO retrosynthesis dataset with 1.9M reactions from patents (1976-2016). Task: Predict the reactants needed to synthesize the given product. (1) Given the product [CH2:7]([O:6][C:5]([N:4]([CH2:15][C:16]1[CH:21]=[C:20]([F:22])[C:19]([Br:23])=[CH:18][C:17]=1[F:24])[CH2:3][CH2:2][NH:1][CH:33]1[CH2:38][CH2:37][N:36]([C:39]([O:41][C:42]([CH3:45])([CH3:44])[CH3:43])=[O:40])[CH2:35][CH2:34]1)=[O:14])[C:8]1[CH:13]=[CH:12][CH:11]=[CH:10][CH:9]=1, predict the reactants needed to synthesize it. The reactants are: [NH2:1][CH2:2][CH2:3][N:4]([CH2:15][C:16]1[CH:21]=[C:20]([F:22])[C:19]([Br:23])=[CH:18][C:17]=1[F:24])[C:5](=[O:14])[O:6][CH2:7][C:8]1[CH:13]=[CH:12][CH:11]=[CH:10][CH:9]=1.C(O)(C(F)(F)F)=O.O=[C:33]1[CH2:38][CH2:37][N:36]([C:39]([O:41][C:42]([CH3:45])([CH3:44])[CH3:43])=[O:40])[CH2:35][CH2:34]1.C(O)(=O)C.[BH-](OC(C)=O)(OC(C)=O)OC(C)=O.[Na+]. (2) Given the product [C:13]([NH:17][C:18]([C@@H:20]1[C:24]([CH3:25])([CH3:26])[S:23][CH2:22][N:21]1[C:27](=[O:41])[C@@H:28]([OH:40])[C@@H:29]([NH:39][C:47](=[O:48])[CH2:46][O:45][C:44]1[C:43]([CH3:42])=[CH:53][CH:52]=[CH:51][C:50]=1[CH3:54])[CH2:30][C:31]1[CH:32]=[CH:33][C:34]([O:37][CH3:38])=[CH:35][CH:36]=1)=[O:19])([CH3:14])([CH3:15])[CH3:16], predict the reactants needed to synthesize it. The reactants are: CCN=C=NCCCN(C)C.Cl.[C:13]([NH:17][C:18]([C@@H:20]1[C:24]([CH3:26])([CH3:25])[S:23][CH2:22][N:21]1[C:27](=[O:41])[C@@H:28]([OH:40])[C@@H:29]([NH2:39])[CH2:30][C:31]1[CH:36]=[CH:35][C:34]([O:37][CH3:38])=[CH:33][CH:32]=1)=[O:19])([CH3:16])([CH3:15])[CH3:14].[CH3:42][C:43]1[CH:53]=[CH:52][CH:51]=[C:50]([CH3:54])[C:44]=1[O:45][CH2:46][C:47](O)=[O:48].C1C=CC2N(O)N=NC=2C=1. (3) Given the product [NH2:19][C:15]1[N:14]=[C:13]([N:7]2[C:6]3[CH:20]=[C:2]([C:25]#[C:24][C:22]([CH3:23])([OH:26])[CH3:21])[CH:3]=[CH:4][C:5]=3[N:9]=[C:8]2[O:10][CH2:11][CH3:12])[CH:18]=[CH:17][N:16]=1, predict the reactants needed to synthesize it. The reactants are: Br[C:2]1[CH:3]=[CH:4][C:5]2[N:9]=[C:8]([O:10][CH2:11][CH3:12])[N:7]([C:13]3[CH:18]=[CH:17][N:16]=[C:15]([NH2:19])[N:14]=3)[C:6]=2[CH:20]=1.[CH3:21][C:22]([OH:26])([C:24]#[CH:25])[CH3:23].